This data is from Catalyst prediction with 721,799 reactions and 888 catalyst types from USPTO. The task is: Predict which catalyst facilitates the given reaction. (1) Reactant: [C:1]([C:3]1[CH:4]=[C:5]([O:13][CH3:14])[C:6]([C:9]([O:11]C)=[O:10])=[N:7][CH:8]=1)#[N:2].[OH-].[Na+].Cl. Product: [C:1]([C:3]1[CH:4]=[C:5]([O:13][CH3:14])[C:6]([C:9]([OH:11])=[O:10])=[N:7][CH:8]=1)#[N:2]. The catalyst class is: 1. (2) Reactant: [NH2:1][C:2]1[CH:7]=[CH:6][C:5]([F:8])=[CH:4][N:3]=1.C(=O)([O-])O.[Na+].[Cl:14][CH:15]([Cl:19])[C:16](Cl)=[O:17]. Product: [Cl:14][CH:15]([Cl:19])[C:16]([NH:1][C:2]1[CH:7]=[CH:6][C:5]([F:8])=[CH:4][N:3]=1)=[O:17]. The catalyst class is: 13.